This data is from Full USPTO retrosynthesis dataset with 1.9M reactions from patents (1976-2016). The task is: Predict the reactants needed to synthesize the given product. (1) Given the product [CH3:1][S:2][CH2:3][CH2:4][CH2:5][O:6][C:7]1[CH:12]=[CH:11][C:10]([S:13]([N:16]2[CH:25]([C:26]([OH:28])=[O:27])[CH2:24][C:23]3[C:18](=[N:19][CH:20]=[CH:21][N:22]=3)[CH2:17]2)(=[O:15])=[O:14])=[CH:9][CH:8]=1, predict the reactants needed to synthesize it. The reactants are: [CH3:1][S:2][CH2:3][CH2:4][CH2:5][O:6][C:7]1[CH:12]=[CH:11][C:10]([S:13]([N:16]2[CH:25]([C:26]([O:28]C(C)(C)C)=[O:27])[CH2:24][C:23]3[C:18](=[N:19][CH:20]=[CH:21][N:22]=3)[CH2:17]2)(=[O:15])=[O:14])=[CH:9][CH:8]=1. (2) Given the product [CH3:1][O:2][C:3]1[CH:4]=[CH:5][C:6]([C:13]2[CH:14]=[CH:15][C:16]([N:19]3[C:23](=[O:24])[CH2:22][CH:21]([C:25]([OH:27])=[O:26])[CH2:20]3)=[CH:17][CH:18]=2)=[C:7]2[C:12]=1[CH:11]=[N:10][CH:9]=[CH:8]2, predict the reactants needed to synthesize it. The reactants are: [CH3:1][O:2][C:3]1[CH:4]=[CH:5][C:6]([C:13]2[CH:18]=[CH:17][C:16]([N:19]3[C:23](=[O:24])[CH2:22][CH:21]([C:25]([O:27]C)=[O:26])[CH2:20]3)=[CH:15][CH:14]=2)=[C:7]2[C:12]=1[CH:11]=[N:10][CH:9]=[CH:8]2.[OH-].[Na+].CN(C(ON1N=NC2C=CC=CC1=2)=[N+](C)C)C.F[P-](F)(F)(F)(F)F.CCN(CC)CC. (3) Given the product [ClH:26].[CH2:1]([O:8][C:9]1[CH:10]=[C:11]([CH2:22][CH2:23][OH:24])[CH:12]=[N:13][C:14]=1[NH:15][C:16]1[S:17][CH:18]=[C:19]([CH3:21])[N:20]=1)[C:2]1[CH:7]=[CH:6][CH:5]=[CH:4][CH:3]=1, predict the reactants needed to synthesize it. The reactants are: [CH2:1]([O:8][C:9]1[CH:10]=[C:11]([CH2:22][CH:23]=[O:24])[CH:12]=[N:13][C:14]=1[NH:15][C:16]1[S:17][CH:18]=[C:19]([CH3:21])[N:20]=1)[C:2]1[CH:7]=[CH:6][CH:5]=[CH:4][CH:3]=1.[NH4+].[Cl-:26].Cl. (4) Given the product [CH2:9]([O:11][C:12]([C@@H:13]1[C@H:25]([CH2:26][CH2:4][CH:3]=[CH2:2])[CH2:24][CH2:23][N:14]1[C@H:15]([C:17]1[CH:18]=[CH:19][CH:20]=[CH:21][CH:22]=1)[CH3:16])=[O:27])[CH3:10], predict the reactants needed to synthesize it. The reactants are: [Li+].[CH3:2][CH:3]([N-]C(C)C)[CH3:4].[CH2:9]([O:11][C:12](=[O:27])[CH2:13][N:14]([CH2:23][CH2:24][CH:25]=[CH2:26])[C@H:15]([C:17]1[CH:22]=[CH:21][CH:20]=[CH:19][CH:18]=1)[CH3:16])[CH3:10].C([Cu])#N.[Li+].[Cl-].C(Br)C=C. (5) The reactants are: CO[C:3]1[CH:8]=[CH:7][N:6]=[C:5]([C:9](O)=O)[CH:4]=1.C[Si](C#N)(C)C.CO[C:20]1[CH:25]=[CH:24][N+]([O-])=[CH:22][CH:21]=1.C[N:28](C)C(Cl)=O.C(=O)(O)[O-].[Na+]. Given the product [CH2:22]([C:3]1[CH:8]=[CH:7][N:6]=[C:5]([C:9]#[N:28])[CH:4]=1)[CH2:21][CH2:20][CH2:25][CH3:24], predict the reactants needed to synthesize it. (6) Given the product [O:11]1[C:12]2[CH:17]=[CH:16][CH:15]=[CH:14][C:13]=2[N:8]([CH2:7][CH2:6][O:5][C:39]2[CH:38]=[CH:37][C:36]([CH2:35][CH:29]([O:28][CH2:24][CH2:25][CH2:26][CH3:27])[C:30]([O:32][CH2:33][CH3:34])=[O:31])=[CH:41][CH:40]=2)[CH2:9][CH2:10]1, predict the reactants needed to synthesize it. The reactants are: CS([O:5][CH2:6][CH2:7][N:8]1[C:13]2[CH:14]=[CH:15][CH:16]=[CH:17][C:12]=2[O:11][CH2:10][CH2:9]1)(=O)=O.C(=O)([O-])[O-].[K+].[K+].[CH2:24]([O:28][CH:29]([CH2:35][C:36]1[CH:41]=[CH:40][C:39](O)=[CH:38][CH:37]=1)[C:30]([O:32][CH2:33][CH3:34])=[O:31])[CH2:25][CH2:26][CH3:27]. (7) Given the product [Br:18][C:15]1[CH:16]=[CH:17][C:12]([N:8]2[C:7]3[C:19](=[O:21])[NH:2][C:3](=[O:4])[NH:5][C:6]=3[CH:10]=[C:9]2[Cl:11])=[CH:13][CH:14]=1, predict the reactants needed to synthesize it. The reactants are: [Na].[NH2:2][C:3]([NH:5][C:6]1[CH:10]=[C:9]([Cl:11])[N:8]([C:12]2[CH:17]=[CH:16][C:15]([Br:18])=[CH:14][CH:13]=2)[C:7]=1[C:19]([O:21]CC)=O)=[O:4]. (8) Given the product [NH2:9][C:4]1[CH:3]=[C:2]([F:1])[CH:7]=[CH:6][C:5]=1[OH:8], predict the reactants needed to synthesize it. The reactants are: [F:1][C:2]1[CH:7]=[CH:6][C:5]([OH:8])=[C:4]([N+:9]([O-])=O)[CH:3]=1.O.O.[Sn](Cl)Cl.C([O-])(O)=O.[Na+].